Predict the reactants needed to synthesize the given product. From a dataset of Full USPTO retrosynthesis dataset with 1.9M reactions from patents (1976-2016). (1) Given the product [CH3:27][O:28][C:1](=[O:15])[CH2:2][CH2:3][CH2:4][CH2:5][CH2:6][CH2:26][C:24]([O:23][CH3:22])=[O:25], predict the reactants needed to synthesize it. The reactants are: [CH:1]1CC[CH2:6][CH2:5][CH2:4][CH2:3][CH:2]=1.OOS([O-])=O.[K+].[O-:15]S([O-])=O.[Na+].[Na+].C[CH2:22][O:23][C:24]([CH3:26])=[O:25].[CH3:27][OH:28]. (2) Given the product [NH2:15][C:16]1[S:20][C:19]([C:21]2[C:22]([F:28])=[CH:23][CH:24]=[CH:25][C:26]=2[F:27])=[N:18][C:17]=1[C:29]([NH:31][C:32]1[C:33]([N:41]2[CH2:46][CH2:45][CH2:44][C@H:43]([NH2:47])[CH2:42]2)=[C:34]2[S:40][CH:39]=[CH:38][C:35]2=[N:36][CH:37]=1)=[O:30], predict the reactants needed to synthesize it. The reactants are: C(O)(C(F)(F)F)=O.C(OC([NH:15][C:16]1[S:20][C:19]([C:21]2[C:26]([F:27])=[CH:25][CH:24]=[CH:23][C:22]=2[F:28])=[N:18][C:17]=1[C:29]([NH:31][C:32]1[C:33]([N:41]2[CH2:46][CH2:45][CH2:44][C@H:43]([NH:47]C(=O)OC(C)(C)C)[CH2:42]2)=[C:34]2[S:40][CH:39]=[CH:38][C:35]2=[N:36][CH:37]=1)=[O:30])=O)(C)(C)C.